This data is from Full USPTO retrosynthesis dataset with 1.9M reactions from patents (1976-2016). The task is: Predict the reactants needed to synthesize the given product. (1) Given the product [OH:6][C:7]1[CH:14]=[CH:13][CH:12]=[C:11]([OH:15])[C:8]=1[CH:9]=[O:10], predict the reactants needed to synthesize it. The reactants are: [Al+3].[Cl-].[Cl-].[Cl-].C[O:6][C:7]1[CH:14]=[CH:13][CH:12]=[C:11]([O:15]C)[C:8]=1[CH:9]=[O:10]. (2) Given the product [Cl:27][C:24]1[CH:23]=[CH:22][C:21]([NH:20][C:18]([C:13]2[C:12]([C:11]([OH:43])=[O:10])=[N:17][CH:16]=[CH:15][N:14]=2)=[O:19])=[N:26][CH:25]=1, predict the reactants needed to synthesize it. The reactants are: CN1CCN(C([O:10][CH:11]2[N:20]([C:21]3[CH:22]=[CH:23][C:24]([Cl:27])=[CH:25][N:26]=3)[C:18](=[O:19])[C:13]3[N:14]=[CH:15][CH:16]=[N:17][C:12]2=3)=O)CC1.NC1C=CC(Cl)=CN=1.N1C=CN=C2C(OC(=O)C=12)=[O:43].